Dataset: Full USPTO retrosynthesis dataset with 1.9M reactions from patents (1976-2016). Task: Predict the reactants needed to synthesize the given product. Given the product [NH2:1][C:4]1[CH:5]=[C:6]([C:10]2[N:14]=[C:13]([C@H:15]3[CH2:20][CH2:19][CH2:18][CH2:17][N:16]3[C:21](=[O:30])[CH2:22][O:23][C:24]3[CH:25]=[CH:26][CH:27]=[CH:28][CH:29]=3)[O:12][N:11]=2)[CH:7]=[CH:8][CH:9]=1, predict the reactants needed to synthesize it. The reactants are: [N+:1]([C:4]1[CH:5]=[C:6]([C:10]2[N:14]=[C:13]([C@H:15]3[CH2:20][CH2:19][CH2:18][CH2:17][N:16]3[C:21](=[O:30])[CH2:22][O:23][C:24]3[CH:29]=[CH:28][CH:27]=[CH:26][CH:25]=3)[O:12][N:11]=2)[CH:7]=[CH:8][CH:9]=1)([O-])=O.[NH4+].[Cl-].